Dataset: Catalyst prediction with 721,799 reactions and 888 catalyst types from USPTO. Task: Predict which catalyst facilitates the given reaction. Reactant: [CH3:1][O:2][C:3]([C@@H:5]([N:13]1[CH2:21][C:17]2[CH:18]=[CH:19][S:20][C:16]=2[CH2:15][CH2:14]1)[C:6]1[CH:7]=[CH:8][CH:9]=[CH:10][C:11]=1[Cl:12])=[O:4].[CH3:22][S:23]([OH:26])(=[O:25])=[O:24]. Product: [CH3:1][O:2][C:3]([C@@H:5]([N:13]1[CH2:21][C:17]2[CH:18]=[CH:19][S:20][C:16]=2[CH2:15][CH2:14]1)[C:6]1[CH:7]=[CH:8][CH:9]=[CH:10][C:11]=1[Cl:12])=[O:4].[S:23]([O-:26])(=[O:25])(=[O:24])[CH3:22]. The catalyst class is: 27.